This data is from Forward reaction prediction with 1.9M reactions from USPTO patents (1976-2016). The task is: Predict the product of the given reaction. (1) Given the reactants Cl.[N:2]1([C:12]([O:14][C:15]([CH3:18])([CH3:17])[CH3:16])=[O:13])[CH2:7][CH2:6][NH:5][CH:4]([C:8]([O:10][CH3:11])=[O:9])[CH2:3]1.C(N(CC)CC)C.[CH:26]1([C:29](Cl)=[O:30])[CH2:28][CH2:27]1, predict the reaction product. The product is: [CH:26]1([C:29]([N:5]2[CH2:6][CH2:7][N:2]([C:12]([O:14][C:15]([CH3:18])([CH3:17])[CH3:16])=[O:13])[CH2:3][CH:4]2[C:8]([O:10][CH3:11])=[O:9])=[O:30])[CH2:28][CH2:27]1. (2) The product is: [CH2:1]([S:3]([C:6]1[CH:14]=[CH:13][CH:12]=[C:8]2[C:9]([O:17][C:15](=[O:16])[C:7]=12)=[O:11])(=[O:4])=[O:5])[CH3:2]. Given the reactants [CH2:1]([S:3]([C:6]1[CH:14]=[CH:13][CH:12]=[C:8]([C:9]([OH:11])=O)[C:7]=1[C:15]([OH:17])=[O:16])(=[O:5])=[O:4])[CH3:2], predict the reaction product. (3) Given the reactants [NH:1]1[C:5]2=[N:6][CH:7]=[C:8]([OH:10])[CH:9]=[C:4]2[CH:3]=[CH:2]1.Br[C:12]1[CH:17]=[CH:16][CH:15]=[CH:14][CH:13]=1.Cl, predict the reaction product. The product is: [O:10]([C:8]1[CH:9]=[C:4]2[CH:3]=[CH:2][NH:1][C:5]2=[N:6][CH:7]=1)[C:12]1[CH:17]=[CH:16][CH:15]=[CH:14][CH:13]=1. (4) Given the reactants C(=O)([O-])[O-].[Cs+].[Cs+].[F:7][C:8]1[C:13]([F:14])=[C:12]([CH2:15][CH2:16][OH:17])[CH:11]=[CH:10][C:9]=1[OH:18].Br[CH2:20][CH:21]([O:25][CH2:26][CH3:27])[O:22][CH2:23][CH3:24].O, predict the reaction product. The product is: [CH2:23]([O:22][CH:21]([O:25][CH2:26][CH3:27])[CH2:20][O:18][C:9]1[CH:10]=[CH:11][C:12]([CH2:15][CH2:16][OH:17])=[C:13]([F:14])[C:8]=1[F:7])[CH3:24]. (5) Given the reactants [Cl:1][C:2]1[CH:7]=[CH:6][CH:5]=[C:4]([F:8])[C:3]=1[C:9]1[C:10]([CH3:20])=[N:11][N:12]([CH3:19])[C:13]=1[CH:14](Cl)[CH:15]([CH3:17])[CH3:16].[CH3:21][NH2:22], predict the reaction product. The product is: [Cl:1][C:2]1[CH:7]=[CH:6][CH:5]=[C:4]([F:8])[C:3]=1[C:9]1[C:10]([CH3:20])=[N:11][N:12]([CH3:19])[C:13]=1[CH:14]([CH:15]([CH3:17])[CH3:16])[NH:22][CH3:21]. (6) Given the reactants [C:1]([C:5]1[N:6]=[C:7]([N:16]2[CH2:20][CH2:19][C:18]([F:22])([F:21])[CH2:17]2)[C:8]2[N:13]=[N:12][N:11]([CH2:14][CH3:15])[C:9]=2[N:10]=1)([CH3:4])([CH3:3])[CH3:2].C(C1N=C(N2CCC(F)(F)C2)C2N=NNC=2N=1)(C)(C)C.Br.BrCC1[C:47]([Cl:52])=[N:48][CH:49]=[CH:50][CH:51]=1, predict the reaction product. The product is: [C:1]([C:5]1[N:6]=[C:7]([N:16]2[CH2:20][CH2:19][C:18]([F:21])([F:22])[CH2:17]2)[C:8]2[N:13]=[N:12][N:11]([CH2:14][C:15]3[C:47]([Cl:52])=[N:48][CH:49]=[CH:50][CH:51]=3)[C:9]=2[N:10]=1)([CH3:2])([CH3:3])[CH3:4]. (7) Given the reactants [NH2:1][C:2]1[N:7]=[C:6]([S:8]([NH:11][C:12](=[O:22])[C:13]2[CH:18]=[CH:17][C:16](Br)=[C:15]([F:20])[C:14]=2[F:21])(=[O:10])=[O:9])[CH:5]=[CH:4][CH:3]=1.[F:23][C:24]1[CH:25]=[C:26](B(O)O)[CH:27]=[C:28]([O:30][CH2:31][CH:32]([CH3:34])[CH3:33])[CH:29]=1.C1(P(C2C=CC=CC=2)C2C=CC=CC=2)CCCC1.CN(C=O)C, predict the reaction product. The product is: [NH2:1][C:2]1[N:7]=[C:6]([S:8]([NH:11][C:12](=[O:22])[C:13]2[CH:18]=[CH:17][C:16]([C:26]3[CH:27]=[C:28]([O:30][CH2:31][CH:32]([CH3:33])[CH3:34])[CH:29]=[C:24]([F:23])[CH:25]=3)=[C:15]([F:20])[C:14]=2[F:21])(=[O:10])=[O:9])[CH:5]=[CH:4][CH:3]=1. (8) Given the reactants C(N1C=CN=C1)(N1C=CN=C1)=O.[C:13]1([C:23]([OH:25])=O)[C:22]2[C:17](=[CH:18][CH:19]=[CH:20][CH:21]=2)[CH:16]=[CH:15][N:14]=1.Cl.[CH3:27][NH:28][O:29][CH3:30], predict the reaction product. The product is: [CH3:27][N:28]([O:29][CH3:30])[C:23]([C:13]1[C:22]2[C:17](=[CH:18][CH:19]=[CH:20][CH:21]=2)[CH:16]=[CH:15][N:14]=1)=[O:25].